This data is from Reaction yield outcomes from USPTO patents with 853,638 reactions. The task is: Predict the reaction yield, written as a fraction of the theoretical maximum amount of product (1.0 means a 100% yield; for example, 0.34 means a 34% yield). (1) The reactants are O.[ClH:2].[OH:3][C:4]([C:34]1[CH:39]=[CH:38][CH:37]=[CH:36][CH:35]=1)([C:28]1[CH:33]=[CH:32][CH:31]=[CH:30][CH:29]=1)[CH:5]1[CH2:10][CH2:9][N:8]([CH2:11][CH2:12][CH2:13][CH:14]([C:16]2[CH:21]=[CH:20][C:19]([C:22]([CH3:27])([CH3:26])[C:23]([OH:25])=[O:24])=[CH:18][CH:17]=2)[OH:15])[CH2:7][CH2:6]1. The catalyst is CC(CC)=O. The product is [ClH:2].[OH:3][C:4]([C:34]1[CH:35]=[CH:36][CH:37]=[CH:38][CH:39]=1)([C:28]1[CH:29]=[CH:30][CH:31]=[CH:32][CH:33]=1)[CH:5]1[CH2:10][CH2:9][N:8]([CH2:11][CH2:12][CH2:13][CH:14]([C:16]2[CH:21]=[CH:20][C:19]([C:22]([CH3:27])([CH3:26])[C:23]([OH:25])=[O:24])=[CH:18][CH:17]=2)[OH:15])[CH2:7][CH2:6]1. The yield is 0.970. (2) The reactants are [F:1][C:2]1[CH:24]=[CH:23][CH:22]=[CH:21][C:3]=1[O:4][CH2:5][CH:6]1[CH2:11][CH2:10][N:9]([CH2:12][CH2:13][C:14]2[NH:19][C:18](=[O:20])[CH:17]=[N:16][CH:15]=2)[CH2:8][CH2:7]1.[H-].[Na+].[CH3:27]I.O. The catalyst is CN(C)C=O.C(OCC)(=O)C. The product is [F:1][C:2]1[CH:24]=[CH:23][CH:22]=[CH:21][C:3]=1[O:4][CH2:5][CH:6]1[CH2:7][CH2:8][N:9]([CH2:12][CH2:13][C:14]2[N:19]([CH3:27])[C:18](=[O:20])[CH:17]=[N:16][CH:15]=2)[CH2:10][CH2:11]1. The yield is 0.340. (3) The reactants are [CH2:1]([O:3][C:4]([C:6]1[C:15](=[O:16])[C:14]2[C:9](=[CH:10][C:11](Cl)=[CH:12][N:13]=2)[N:8]([C@H:18]([C:22]([CH3:30])([CH3:29])[O:23][SiH2:24][C:25]([CH3:28])([CH3:27])[CH3:26])[CH:19]([CH3:21])[CH3:20])[CH:7]=1)=[O:5])[CH3:2].[Br-].[F:32][C:33]1[C:40]([Cl:41])=[CH:39][CH:38]=[CH:37][C:34]=1[CH2:35][Zn+].Cl. The catalyst is O1CCCC1.Cl[Pd](Cl)([P](C1C=CC=CC=1)(C1C=CC=CC=1)C1C=CC=CC=1)[P](C1C=CC=CC=1)(C1C=CC=CC=1)C1C=CC=CC=1. The product is [CH2:1]([O:3][C:4]([C:6]1[C:15](=[O:16])[C:14]2[C:9](=[CH:10][C:11]([CH2:35][C:34]3[CH:37]=[CH:38][CH:39]=[C:40]([Cl:41])[C:33]=3[F:32])=[CH:12][N:13]=2)[N:8]([C@H:18]([C:22]([CH3:30])([CH3:29])[O:23][SiH2:24][C:25]([CH3:26])([CH3:28])[CH3:27])[CH:19]([CH3:20])[CH3:21])[CH:7]=1)=[O:5])[CH3:2]. The yield is 0.730. (4) The reactants are [C:1]([C:3]1[C:4]([C:13]2[C:21]3[C:16](=[N:17][CH:18]=[C:19]([NH:22][C:23](=[O:32])[O:24][CH2:25][C:26]4[CH:31]=[CH:30][CH:29]=[CH:28][CH:27]=4)[CH:20]=3)[N:15]([S:33]([C:36]3[CH:42]=[CH:41][C:39]([CH3:40])=[CH:38][CH:37]=3)(=[O:35])=[O:34])[CH:14]=2)=[N:5][C:6](S(C)(=O)=O)=[N:7][CH:8]=1)#[N:2].[CH:43]([NH2:46])([CH3:45])[CH3:44].CCN(C(C)C)C(C)C. The catalyst is C1COCC1. The product is [C:1]([C:3]1[C:4]([C:13]2[C:21]3[C:16](=[N:17][CH:18]=[C:19]([NH:22][C:23](=[O:32])[O:24][CH2:25][C:26]4[CH:31]=[CH:30][CH:29]=[CH:28][CH:27]=4)[CH:20]=3)[N:15]([S:33]([C:36]3[CH:42]=[CH:41][C:39]([CH3:40])=[CH:38][CH:37]=3)(=[O:35])=[O:34])[CH:14]=2)=[N:5][C:6]([NH:46][CH:43]([CH3:45])[CH3:44])=[N:7][CH:8]=1)#[N:2]. The yield is 0.820. (5) The reactants are C([O:5][C:6](=[O:38])[CH:7]([NH:11][S:12]([C:15]1[CH:20]=[CH:19][C:18]([C:21]2[CH:26]=[CH:25][C:24]([O:27][C:28](=[O:37])[NH:29][C:30]3[CH:35]=[CH:34][C:33]([F:36])=[CH:32][CH:31]=3)=[CH:23][CH:22]=2)=[CH:17][CH:16]=1)(=[O:14])=[O:13])[CH:8]([CH3:10])[CH3:9])(C)(C)C.C(O)(C(F)(F)F)=O. The catalyst is ClC(Cl)C. The product is [F:36][C:33]1[CH:32]=[CH:31][C:30]([NH:29][C:28]([O:27][C:24]2[CH:23]=[CH:22][C:21]([C:18]3[CH:19]=[CH:20][C:15]([S:12]([NH:11][CH:7]([CH:8]([CH3:10])[CH3:9])[C:6]([OH:38])=[O:5])(=[O:14])=[O:13])=[CH:16][CH:17]=3)=[CH:26][CH:25]=2)=[O:37])=[CH:35][CH:34]=1. The yield is 0.890.